The task is: Predict the product of the given reaction.. This data is from Forward reaction prediction with 1.9M reactions from USPTO patents (1976-2016). (1) Given the reactants Br[C:2]1[NH:10][C:9]2[C:8](=[O:11])[N:7]3[C:12]([CH3:15])=[N:13][N:14]=[C:6]3[N:5]([CH2:16][CH2:17][CH2:18][CH2:19][CH3:20])[C:4]=2[N:3]=1.[C:21]1(B(O)O)[CH:26]=[CH:25][CH:24]=[CH:23][CH:22]=1.C(=O)([O-])[O-].[Na+].[Na+], predict the reaction product. The product is: [CH3:15][C:12]1[N:7]2[C:8](=[O:11])[C:9]3[NH:10][C:2]([C:21]4[CH:26]=[CH:25][CH:24]=[CH:23][CH:22]=4)=[N:3][C:4]=3[N:5]([CH2:16][CH2:17][CH2:18][CH2:19][CH3:20])[C:6]2=[N:14][N:13]=1. (2) The product is: [F:1][C:2]1[CH:10]=[C:9]([C:11]([F:14])([F:13])[F:12])[CH:8]=[CH:7][C:3]=1[C:4]1[C:37]([C:38]2[NH:39][CH:40]=[CH:41][N:42]=2)=[CH:36][N:35]=[C:34]([NH:43][CH2:44][CH2:45][NH:46][C:16]2[N:17]=[CH:18][C:19]([C:22]#[N:23])=[CH:20][CH:21]=2)[N:33]=1. Given the reactants [F:1][C:2]1[CH:10]=[C:9]([C:11]([F:14])([F:13])[F:12])[CH:8]=[CH:7][C:3]=1[C:4](Cl)=O.Cl[C:16]1[CH:21]=[CH:20][C:19]([C:22]#[N:23])=[CH:18][N:17]=1.ClC1C=C(Cl)C=CC=1C1[C:37]([C:38]2[NH:39][CH:40]=[CH:41][N:42]=2)=[CH:36][N:35]=[C:34]([NH:43][CH2:44][CH2:45][NH:46]C2C=CC([N+]([O-])=O)=CN=2)[N:33]=1, predict the reaction product. (3) Given the reactants [C:1]([C:5]1[CH:6]=[C:7]([NH:18][C:19](=[O:49])[NH:20][CH2:21][C:22]2[CH:48]=[CH:47][CH:46]=[CH:45][C:23]=2[CH2:24][O:25][C:26]2[CH:31]=[C:30]([CH3:32])[N:29]([C:33]3[CH:34]=[C:35]([CH:39]=[CH:40][C:41]=3[CH3:42])[C:36](O)=[O:37])[C:28](=[O:43])[C:27]=2[Cl:44])[N:8]([C:10]2[CH:15]=[CH:14][C:13]([Cl:16])=[C:12]([OH:17])[CH:11]=2)[N:9]=1)([CH3:4])([CH3:3])[CH3:2].[NH2:50][CH2:51][C:52]([NH:54][CH3:55])=[O:53].C1N=CN(C(N2C=NC=C2)=O)C=1, predict the reaction product. The product is: [C:1]([C:5]1[CH:6]=[C:7]([NH:18][C:19](=[O:49])[NH:20][CH2:21][C:22]2[CH:48]=[CH:47][CH:46]=[CH:45][C:23]=2[CH2:24][O:25][C:26]2[CH:31]=[C:30]([CH3:32])[N:29]([C:33]3[CH:34]=[C:35]([CH:39]=[CH:40][C:41]=3[CH3:42])[C:36]([NH:50][CH2:51][C:52](=[O:53])[NH:54][CH3:55])=[O:37])[C:28](=[O:43])[C:27]=2[Cl:44])[N:8]([C:10]2[CH:15]=[CH:14][C:13]([Cl:16])=[C:12]([OH:17])[CH:11]=2)[N:9]=1)([CH3:3])([CH3:4])[CH3:2]. (4) Given the reactants [CH3:1][C:2]1[CH:7]=[CH:6][CH:5]=[CH:4][C:3]=1B(O)O.Br[C:12]1[O:16][C:15]([CH:17]=[O:18])=[CH:14][CH:13]=1.C1(P(C2C=CC=CC=2)C2C=CC=CC=2)C=CC=CC=1.C(=O)(O)[O-].[Na+], predict the reaction product. The product is: [CH3:1][C:2]1[CH:7]=[CH:6][CH:5]=[CH:4][C:3]=1[C:12]1[O:16][C:15]([CH:17]=[O:18])=[CH:14][CH:13]=1. (5) Given the reactants [BH4-].[Na+].[O:3]1[C:7]2([CH2:12][CH2:11][C:10](=[O:13])[CH2:9][CH2:8]2)[O:6][CH2:5][CH2:4]1, predict the reaction product. The product is: [O:3]1[C:7]2([CH2:12][CH2:11][CH:10]([OH:13])[CH2:9][CH2:8]2)[O:6][CH2:5][CH2:4]1. (6) Given the reactants [NH:1]1[CH:5]=[C:4]([C:6]2[CH:22]=[CH:21][C:9]3[C:10]4[N:11]=[C:12]([C:18]([OH:20])=O)[S:13][C:14]=4[CH2:15][CH2:16][O:17][C:8]=3[CH:7]=2)[CH:3]=[N:2]1.[CH3:23][C@@H:24]1[CH2:28][CH2:27][NH:26][CH2:25]1, predict the reaction product. The product is: [CH3:23][C@@H:24]1[CH2:28][CH2:27][N:26]([C:18]([C:12]2[S:13][C:14]3[CH2:15][CH2:16][O:17][C:8]4[CH:7]=[C:6]([C:4]5[CH:3]=[N:2][NH:1][CH:5]=5)[CH:22]=[CH:21][C:9]=4[C:10]=3[N:11]=2)=[O:20])[CH2:25]1. (7) Given the reactants [CH:1]1([NH:4][C:5]2[CH:10]=[CH:9][C:8](I)=[CH:7][N:6]=2)[CH2:3][CH2:2]1.Cl[C:13]1[CH:18]=CC(C#C)=CN=1.ClC1C=CC(I)=CN=1.C1(N)CC1.[CH:33]1([CH2:36][NH:37][C:38]2[CH:43]=[CH:42][C:41]([I:44])=[CH:40][N:39]=2)[CH2:35]C1, predict the reaction product. The product is: [CH:1]1([NH:4][C:5]2[CH:10]=[CH:9][C:8]([C:13]#[CH:18])=[CH:7][N:6]=2)[CH2:3][CH2:2]1.[CH:36]1([NH:37][C:38]2[CH:43]=[CH:42][C:41]([I:44])=[CH:40][N:39]=2)[CH2:33][CH2:35]1. (8) Given the reactants [CH3:1][C:2]1[NH:3][C:4](=O)[C:5]([C:14]([NH2:16])=O)=[N:6][C:7]=1[C:8]1[CH:13]=[CH:12][CH:11]=[CH:10][CH:9]=1.C(N(CC)CC)C.P(Cl)(Cl)(Cl)(Cl)[Cl:26], predict the reaction product. The product is: [Cl:26][C:4]1[C:5]([C:14]#[N:16])=[N:6][C:7]([C:8]2[CH:13]=[CH:12][CH:11]=[CH:10][CH:9]=2)=[C:2]([CH3:1])[N:3]=1. (9) Given the reactants [C:1]([C:3]1[CH:8]=[CH:7][C:6](B(O)O)=[C:5]([F:12])[CH:4]=1)#[N:2].C(=O)([O-])[O-].[K+].[K+].[CH:19]1([C:22]2[CH:23]=[C:24]([CH:46]=[C:47]([O:50][CH2:51][CH3:52])[C:48]=2I)[CH2:25][N:26]2[CH2:29][C:28]3([CH2:33][C:32]([N:34]4[CH2:39][CH2:38][C:37]([CH3:45])([C:40]([O:42]CC)=[O:41])[CH2:36][CH2:35]4)=[N:31][O:30]3)[CH2:27]2)[CH2:21][CH2:20]1.C(=O)([O-])O.[Na+], predict the reaction product. The product is: [C:1]([C:3]1[CH:8]=[CH:7][C:6]([C:48]2[C:47]([O:50][CH2:51][CH3:52])=[CH:46][C:24]([CH2:25][N:26]3[CH2:27][C:28]4([CH2:33][C:32]([N:34]5[CH2:39][CH2:38][C:37]([CH3:45])([C:40]([OH:42])=[O:41])[CH2:36][CH2:35]5)=[N:31][O:30]4)[CH2:29]3)=[CH:23][C:22]=2[CH:19]2[CH2:20][CH2:21]2)=[C:5]([F:12])[CH:4]=1)#[N:2].